From a dataset of Catalyst prediction with 721,799 reactions and 888 catalyst types from USPTO. Predict which catalyst facilitates the given reaction. (1) Reactant: ICI.[CH3:4][Al](C)C.[Si:8]([O:15][C@H:16]1[CH2:21][N:20]([C:22]([O:24][C:25]([CH3:28])([CH3:27])[CH3:26])=[O:23])[C@@H:19]([CH:29]=O)[CH2:18][CH2:17]1)([C:11]([CH3:14])([CH3:13])[CH3:12])([CH3:10])[CH3:9]. Product: [Si:8]([O:15][C@H:16]1[CH2:21][N:20]([C:22]([O:24][C:25]([CH3:27])([CH3:28])[CH3:26])=[O:23])[C@@H:19]([CH:29]=[CH2:4])[CH2:18][CH2:17]1)([C:11]([CH3:14])([CH3:12])[CH3:13])([CH3:9])[CH3:10]. The catalyst class is: 324. (2) Reactant: [N+:1]([C:4]1[CH:5]=[C:6]([OH:10])[CH:7]=[CH:8][CH:9]=1)([O-:3])=[O:2].C=O.Cl.C[CH2:15][O:16][C:17](C)=O. Product: [N+:1]([C:4]1[C:5]2[CH2:17][O:16][CH2:15][O:10][C:6]=2[CH:7]=[CH:8][CH:9]=1)([O-:3])=[O:2]. The catalyst class is: 6. (3) Reactant: [NH:1]1[C:5]2=[C:6]([NH:10][C:11]([CH:13]3[CH2:15][CH2:14]3)=[O:12])[N:7]=[CH:8][CH:9]=[C:4]2[CH:3]=[CH:2]1.[Cl-].[Al+3].[Cl-].[Cl-].[Cl:20][C:21]1[CH:29]=[C:28]([C:30]#[N:31])[CH:27]=[C:26]([Cl:32])[C:22]=1[C:23](Cl)=[O:24]. Product: [Cl:20][C:21]1[CH:29]=[C:28]([C:30]#[N:31])[CH:27]=[C:26]([Cl:32])[C:22]=1[C:23]([C:3]1[C:4]2[C:5](=[C:6]([NH:10][C:11]([CH:13]3[CH2:14][CH2:15]3)=[O:12])[N:7]=[CH:8][CH:9]=2)[NH:1][CH:2]=1)=[O:24]. The catalyst class is: 5. (4) Reactant: Br[C:2]1[CH:3]=[C:4]([CH:14]=[C:15]([N+:17]([O-:19])=[O:18])[CH:16]=1)[CH2:5][O:6][Si:7]([C:10]([CH3:13])([CH3:12])[CH3:11])([CH3:9])[CH3:8].[B:20]1([B:20]2[O:24][C:23]([CH3:26])([CH3:25])[C:22]([CH3:28])([CH3:27])[O:21]2)[O:24][C:23]([CH3:26])([CH3:25])[C:22]([CH3:28])([CH3:27])[O:21]1.C([O-])(=O)C.[K+]. Product: [C:10]([Si:7]([CH3:9])([CH3:8])[O:6][CH2:5][C:4]1[CH:3]=[C:2]([B:20]2[O:24][C:23]([CH3:26])([CH3:25])[C:22]([CH3:28])([CH3:27])[O:21]2)[CH:16]=[C:15]([N+:17]([O-:19])=[O:18])[CH:14]=1)([CH3:13])([CH3:12])[CH3:11]. The catalyst class is: 12.